This data is from Forward reaction prediction with 1.9M reactions from USPTO patents (1976-2016). The task is: Predict the product of the given reaction. Given the reactants Cl.[CH2:2]([O:6][C:7]1[CH:12]=[C:11]([N:13]2[CH2:18][CH2:17][NH:16][CH2:15][CH2:14]2)[N:10]=[CH:9][N:8]=1)[CH:3]([CH3:5])[CH3:4].C(N(CC)CC)C.[Cl:26][CH2:27][C:28](Cl)=[O:29], predict the reaction product. The product is: [Cl:26][CH2:27][C:28]([N:16]1[CH2:17][CH2:18][N:13]([C:11]2[CH:12]=[C:7]([O:6][CH2:2][CH:3]([CH3:5])[CH3:4])[N:8]=[CH:9][N:10]=2)[CH2:14][CH2:15]1)=[O:29].